Dataset: Catalyst prediction with 721,799 reactions and 888 catalyst types from USPTO. Task: Predict which catalyst facilitates the given reaction. (1) Reactant: [CH2:1]([O:8][C:9]1[N:14]=[C:13](Cl)[N:12]=[C:11]([Cl:16])[N:10]=1)[C:2]1[CH:7]=[CH:6][CH:5]=[CH:4][CH:3]=1.[C:17]1([OH:23])[CH:22]=[CH:21][CH:20]=[CH:19][CH:18]=1.C(N(CC)C(C)C)(C)C. Product: [CH2:1]([O:8][C:9]1[N:10]=[C:11]([Cl:16])[N:12]=[C:13]([O:23][C:17]2[CH:22]=[CH:21][CH:20]=[CH:19][CH:18]=2)[N:14]=1)[C:2]1[CH:3]=[CH:4][CH:5]=[CH:6][CH:7]=1. The catalyst class is: 4. (2) Reactant: [CH3:1][C:2]1[CH:7]=[CH:6][C:5]([C:8]2[O:12][N:11]=[CH:10][C:9]=2[C:13](Cl)=[O:14])=[CH:4][CH:3]=1.[O:16]1[C:20]2[CH:21]=[CH:22][CH:23]=[CH:24][C:19]=2[CH:18]=[C:17]1[C@@H:25]1[CH2:29][NH:28][CH2:27][C@H:26]1[C:30]([O:32][CH2:33][CH3:34])=[O:31]. Product: [O:16]1[C:20]2[CH:21]=[CH:22][CH:23]=[CH:24][C:19]=2[CH:18]=[C:17]1[C@@H:25]1[CH2:29][N:28]([C:13]([C:9]2[CH:10]=[N:11][O:12][C:8]=2[C:5]2[CH:6]=[CH:7][C:2]([CH3:1])=[CH:3][CH:4]=2)=[O:14])[CH2:27][C@H:26]1[C:30]([O:32][CH2:33][CH3:34])=[O:31]. The catalyst class is: 4. (3) Reactant: [CH:1]1([NH:4][C:5](=[O:26])[C@@H:6]([OH:25])[C@@H:7]([N:10](CC2C=CC=CC=2)CC2C=CC=CC=2)[CH2:8][CH3:9])[CH2:3][CH2:2]1. Product: [NH2:10][C@@H:7]([CH2:8][CH3:9])[C@H:6]([OH:25])[C:5]([NH:4][CH:1]1[CH2:2][CH2:3]1)=[O:26]. The catalyst class is: 105. (4) Reactant: [F:1][C:2]([F:17])([C:6]1([OH:16])[CH2:11][C:10]([CH3:13])([CH3:12])[CH2:9][C:8]([CH3:15])([CH3:14])[CH2:7]1)[C:3]([OH:5])=O.CCN(CC)CC.ClC(OCC)=O.[CH3:31][O:32][C:33]1[CH:34]=[C:35]([CH:48]=[CH:49][C:50]=1[O:51][CH3:52])[O:36][CH2:37][C:38]1[O:42][C:41]([C@@H:43]2[CH2:47][CH2:46][CH2:45][NH:44]2)=[N:40][CH:39]=1. Product: [CH3:31][O:32][C:33]1[CH:34]=[C:35]([CH:48]=[CH:49][C:50]=1[O:51][CH3:52])[O:36][CH2:37][C:38]1[O:42][C:41]([C@@H:43]2[CH2:47][CH2:46][CH2:45][N:44]2[C:3](=[O:5])[C:2]([F:1])([F:17])[C:6]2([OH:16])[CH2:11][C:10]([CH3:13])([CH3:12])[CH2:9][C:8]([CH3:15])([CH3:14])[CH2:7]2)=[N:40][CH:39]=1. The catalyst class is: 20. (5) Reactant: C([O:3][C:4]([C:6]1[CH:10]=[C:9]([O:11][CH2:12][C:13]([N:15]2[CH2:19][CH2:18][CH2:17][C@H:16]2[C:20](=[O:26])[NH:21][CH:22]2[CH2:25][CH2:24][CH2:23]2)=[O:14])[N:8]([C:27]2[CH:32]=[CH:31][CH:30]=[CH:29][CH:28]=2)[N:7]=1)=[O:5])C.[OH-].[Na+]. Product: [CH:22]1([NH:21][C:20]([C@@H:16]2[CH2:17][CH2:18][CH2:19][N:15]2[C:13](=[O:14])[CH2:12][O:11][C:9]2[N:8]([C:27]3[CH:32]=[CH:31][CH:30]=[CH:29][CH:28]=3)[N:7]=[C:6]([C:4]([OH:5])=[O:3])[CH:10]=2)=[O:26])[CH2:23][CH2:24][CH2:25]1. The catalyst class is: 20. (6) Reactant: Cl.Cl.[C:3](=[NH:13])(OCC)[C:4]1[CH:9]=[CH:8][CH:7]=[N:6][CH:5]=1.C(O)(=O)C(O)=O.[CH2:20]([NH:22][NH2:23])[CH3:21]. Product: [CH2:20]([NH:22][NH:23][C:3](=[NH:13])[C:4]1[CH:9]=[CH:8][CH:7]=[N:6][CH:5]=1)[CH3:21]. The catalyst class is: 17. (7) Reactant: [C:1]([O:5][C:6]([N:8]1[CH2:12][CH:11]([O:13][C:14]2[CH:19]=[CH:18][C:17]([F:20])=[CH:16][C:15]=2[F:21])[CH2:10][CH:9]1[CH2:22][OH:23])=[O:7])([CH3:4])([CH3:3])[CH3:2].O[C:25]1[CH:34]=[CH:33][C:28]([C:29]([O:31][CH3:32])=[O:30])=[CH:27][CH:26]=1.C1C=CC(P(C2C=CC=CC=2)C2C=CC=CC=2)=CC=1.CC(OC(/N=N/C(OC(C)C)=O)=O)C. Product: [C:1]([O:5][C:6]([N:8]1[CH2:12][CH:11]([O:13][C:14]2[CH:19]=[CH:18][C:17]([F:20])=[CH:16][C:15]=2[F:21])[CH2:10][CH:9]1[CH2:22][O:23][C:25]1[CH:34]=[CH:33][C:28]([C:29]([O:31][CH3:32])=[O:30])=[CH:27][CH:26]=1)=[O:7])([CH3:4])([CH3:3])[CH3:2]. The catalyst class is: 1. (8) Reactant: [NH2:1][C:2]1[C:11]([N+:12]([O-:14])=[O:13])=[CH:10][C:5]([C:6]([O:8][CH3:9])=[O:7])=[CH:4][C:3]=1[Br:15].N1C=CC=CC=1.[O:22](C(C(F)(F)F)=O)[C:23]([C:25]([F:28])([F:27])[F:26])=O.CO. Product: [Br:15][C:3]1[CH:4]=[C:5]([CH:10]=[C:11]([N+:12]([O-:14])=[O:13])[C:2]=1[NH:1][C:23](=[O:22])[C:25]([F:28])([F:27])[F:26])[C:6]([O:8][CH3:9])=[O:7]. The catalyst class is: 2.